From a dataset of Catalyst prediction with 721,799 reactions and 888 catalyst types from USPTO. Predict which catalyst facilitates the given reaction. (1) Reactant: F[C:2]1[C:3]([N+:11]([O-:13])=[O:12])=[C:4]([CH:7]=[C:8]([F:10])[CH:9]=1)[C:5]#[N:6].CCN(C(C)C)C(C)C.[CH:23]1([C:26]2[NH:30][N:29]=[C:28]([NH2:31])[CH:27]=2)[CH2:25][CH2:24]1. Product: [CH:23]1([C:26]2[NH:30][N:29]=[C:28]([NH:31][C:2]3[C:3]([N+:11]([O-:13])=[O:12])=[C:4]([CH:7]=[C:8]([F:10])[CH:9]=3)[C:5]#[N:6])[CH:27]=2)[CH2:25][CH2:24]1. The catalyst class is: 1. (2) Reactant: [CH3:1][O:2][C:3](=[O:18])[CH:4]([C:9](=[O:17])[C:10]1[CH:15]=[CH:14][CH:13]=[C:12]([Br:16])[CH:11]=1)/[C:5](=[N:7]/C)/[CH3:6].Cl.NO. Product: [CH3:1][O:2][C:3]([C:4]1[C:5]([CH3:6])=[N:7][O:17][C:9]=1[C:10]1[CH:15]=[CH:14][CH:13]=[C:12]([Br:16])[CH:11]=1)=[O:18]. The catalyst class is: 15. (3) Reactant: [CH3:1][C:2]([CH3:30])([O:4][C:5]([NH:7][C@H:8]([C:26]([O:28][CH3:29])=[O:27])[CH2:9][S:10][CH2:11][C:12]1[CH:17]=[C:16]([CH3:18])[CH:15]=[C:14]([N:19]2C(C)=CC=C2C)[N:13]=1)=[O:6])[CH3:3].Cl.NO.[OH-].[K+]. Product: [NH2:19][C:14]1[N:13]=[C:12]([CH2:11][S:10][CH2:9][C@@H:8]([C:26]([O:28][CH3:29])=[O:27])[NH:7][C:5]([O:4][C:2]([CH3:3])([CH3:30])[CH3:1])=[O:6])[CH:17]=[C:16]([CH3:18])[CH:15]=1. The catalyst class is: 40. (4) Reactant: S(Cl)([Cl:3])=O.[CH3:5][O:6][C:7]([C:9]1[CH:10]=[C:11]2[C:16](=[CH:17][CH:18]=1)[NH:15][N:14]=[CH:13][C:12]2=O)=[O:8]. Product: [CH3:5][O:6][C:7]([C:9]1[CH:10]=[C:11]2[C:16](=[CH:17][CH:18]=1)[N:15]=[N:14][CH:13]=[C:12]2[Cl:3])=[O:8]. The catalyst class is: 885. (5) Reactant: [CH3:1][S:2](Cl)(=[O:4])=[O:3].[C:6]([C:10]1[N:14]([CH2:15][CH2:16][OH:17])[C:13]2[CH:18]=[CH:19][C:20]([NH:22][S:23]([C:26]3[CH:31]=[CH:30][C:29]([NH:32][C:33](=[O:35])[CH3:34])=[CH:28][CH:27]=3)(=[O:25])=[O:24])=[CH:21][C:12]=2[N:11]=1)([CH3:9])([CH3:8])[CH3:7].CCN(CC)CC.CCOC(C)=O. Product: [CH3:1][S:2]([O:17][CH2:16][CH2:15][N:14]1[C:13]2[CH:18]=[CH:19][C:20]([NH:22][S:23]([C:26]3[CH:27]=[CH:28][C:29]([NH:32][C:33](=[O:35])[CH3:34])=[CH:30][CH:31]=3)(=[O:24])=[O:25])=[CH:21][C:12]=2[N:11]=[C:10]1[C:6]([CH3:9])([CH3:7])[CH3:8])(=[O:4])=[O:3]. The catalyst class is: 2. (6) Reactant: [Cl:1][C:2]1[CH:3]=[CH:4][C:5]2[C:11]3[N:12]([CH:24]4[CH2:29][CH2:28][CH2:27][CH2:26][CH2:25]4)[C:13]4[C:18]([C:10]=3[CH2:9][C:8](=[O:30])[NH:7][C:6]=2[CH:31]=1)=[CH:17][C:16]([C:19]([O:21][CH2:22][CH3:23])=[O:20])=[CH:15][CH:14]=4.Cl[CH2:33][C:34]([N:36]1[CH2:41][CH2:40][CH2:39][CH2:38][CH2:37]1)=[O:35].C(=O)([O-])[O-].[K+].[K+].O. Product: [Cl:1][C:2]1[CH:3]=[CH:4][C:5]2[C:11]3[N:12]([CH:24]4[CH2:25][CH2:26][CH2:27][CH2:28][CH2:29]4)[C:13]4[C:18]([C:10]=3[CH2:9][C:8](=[O:30])[N:7]([CH2:33][C:34](=[O:35])[N:36]3[CH2:41][CH2:40][CH2:39][CH2:38][CH2:37]3)[C:6]=2[CH:31]=1)=[CH:17][C:16]([C:19]([O:21][CH2:22][CH3:23])=[O:20])=[CH:15][CH:14]=4. The catalyst class is: 9. (7) Reactant: [Br:1][C:2]1[CH:14]=[CH:13][C:5]([O:6][CH2:7][C:8]([CH:10]2[CH2:12][CH2:11]2)=[O:9])=[C:4]([O:15][CH3:16])[CH:3]=1.CO.[BH4-].[Na+]. Product: [Br:1][C:2]1[CH:14]=[CH:13][C:5]([O:6][CH2:7][CH:8]([CH:10]2[CH2:11][CH2:12]2)[OH:9])=[C:4]([O:15][CH3:16])[CH:3]=1. The catalyst class is: 1.